Predict the product of the given reaction. From a dataset of Forward reaction prediction with 1.9M reactions from USPTO patents (1976-2016). (1) Given the reactants [Cl-].[Al+3].[Cl-].[Cl-].[Br:5][C:6]1[CH:11]=[CH:10][C:9]([S:12][CH2:13][C:14]([CH3:17])(O)[CH3:15])=[CH:8][CH:7]=1, predict the reaction product. The product is: [Br:5][C:6]1[CH:11]=[CH:10][C:9]2[S:12][CH2:13][C:14]([CH3:17])([CH3:15])[C:8]=2[CH:7]=1. (2) Given the reactants C(OC([N:8]1[CH2:17][CH2:16][C:15]2[C:14]([C:18]([OH:20])=O)=[CH:13][CH:12]=[CH:11][C:10]=2[CH2:9]1)=O)(C)(C)C.CCN(C(C)C)C(C)C.CN(C(ON1N=NC2C=CC=CC1=2)=[N+](C)C)C.F[P-](F)(F)(F)(F)F.[CH2:54]([NH2:61])[C:55]1[CH:60]=[CH:59][CH:58]=[CH:57][CH:56]=1.C(Cl)[Cl:63], predict the reaction product. The product is: [ClH:63].[CH2:54]([NH:61][C:18]([C:14]1[C:15]2[CH2:16][CH2:17][NH:8][CH2:9][C:10]=2[CH:11]=[CH:12][CH:13]=1)=[O:20])[C:55]1[CH:60]=[CH:59][CH:58]=[CH:57][CH:56]=1.